This data is from Catalyst prediction with 721,799 reactions and 888 catalyst types from USPTO. The task is: Predict which catalyst facilitates the given reaction. (1) Reactant: Cl[C:2]1[N:7]=[C:6]([NH:8][CH:9]2[CH2:17][CH:16]3[N:12]([CH2:13][CH2:14][CH2:15]3)[C:11]([CH3:19])([CH3:18])[CH2:10]2)[C:5]([F:20])=[CH:4][N:3]=1.[NH2:21][C:22]1[CH:23]=[CH:24][C:25]([O:30][CH:31]2[CH2:36][CH2:35][O:34][CH2:33][CH2:32]2)=[C:26]([CH:29]=1)[C:27]#[N:28]. Product: [NH3:3].[CH3:25][OH:30].[F:20][C:5]1[C:6]([NH:8][CH:9]2[CH2:17][CH:16]3[N:12]([CH2:13][CH2:14][CH2:15]3)[C:11]([CH3:19])([CH3:18])[CH2:10]2)=[N:7][C:2]([NH:21][C:22]2[CH:23]=[CH:24][C:25]([O:30][CH:31]3[CH2:36][CH2:35][O:34][CH2:33][CH2:32]3)=[C:26]([CH:29]=2)[C:27]#[N:28])=[N:3][CH:4]=1. The catalyst class is: 41. (2) Reactant: C(=O)([O-])[O-].[K+].[K+].[C:7]([O:11][C:12](=[O:25])[NH:13][CH2:14][CH2:15][N:16]1[CH2:23][CH:22]2[O:24][CH:18]([CH2:19][NH:20][CH2:21]2)[CH2:17]1)([CH3:10])([CH3:9])[CH3:8].Br[CH2:27][C:28]1[CH:35]=[CH:34][C:31]([C:32]#[N:33])=[CH:30][CH:29]=1.C(O)(=O)C.C(O)=O. Product: [C:32]([C:31]1[CH:34]=[CH:35][C:28]([CH2:27][N:20]2[CH2:19][CH:18]3[O:24][CH:22]([CH2:23][N:16]([CH2:15][CH2:14][NH:13][C:12](=[O:25])[O:11][C:7]([CH3:10])([CH3:8])[CH3:9])[CH2:17]3)[CH2:21]2)=[CH:29][CH:30]=1)#[N:33]. The catalyst class is: 10. (3) Reactant: [C:1]([N:4]1[CH2:8][CH2:7][CH2:6][CH:5]1[C:9]1[CH:14]=[CH:13][N:12]=[C:11]([C:15]#[N:16])[CH:10]=1)(=[O:3])[CH3:2].[C:17](OC)(=[O:25])[C:18]1[C:19](=[CH:21][CH:22]=[CH:23][CH:24]=1)[SH:20].C(N(CC)CC)C. Product: [C:1]([N:4]1[CH2:8][CH2:7][CH2:6][CH:5]1[C:9]1[CH:14]=[CH:13][N:12]=[C:11]([C:15]2[S:20][C:19]3[CH:21]=[CH:22][CH:23]=[CH:24][C:18]=3[C:17](=[O:25])[N:16]=2)[CH:10]=1)(=[O:3])[CH3:2]. The catalyst class is: 11. (4) Reactant: [OH:1][CH:2]1[CH:8]([NH:9][C:10](=[O:38])[C@H:11]([CH2:34][CH:35]([CH3:37])[CH3:36])[NH:12][C@@H:13]([C:18]2[CH:23]=[CH:22][C:21]([C:24]3[CH:29]=[CH:28][C:27]([S:30]([CH3:33])(=[O:32])=[O:31])=[CH:26][CH:25]=3)=[CH:20][CH:19]=2)[C:14]([F:17])([F:16])[F:15])[CH2:7][CH2:6][CH2:5][N:4]([S:39]([C:42]2[CH:47]=[CH:46][CH:45]=[CH:44][N:43]=2)(=[O:41])=[O:40])[CH2:3]1.CC(OI1(OC(C)=O)(OC(C)=O)OC(=O)C2C=CC=CC1=2)=O. Product: [O:1]=[C:2]1[CH:8]([NH:9][C:10](=[O:38])[C@H:11]([CH2:34][CH:35]([CH3:37])[CH3:36])[NH:12][C@@H:13]([C:18]2[CH:19]=[CH:20][C:21]([C:24]3[CH:29]=[CH:28][C:27]([S:30]([CH3:33])(=[O:32])=[O:31])=[CH:26][CH:25]=3)=[CH:22][CH:23]=2)[C:14]([F:16])([F:15])[F:17])[CH2:7][CH2:6][CH2:5][N:4]([S:39]([C:42]2[CH:47]=[CH:46][CH:45]=[CH:44][N:43]=2)(=[O:40])=[O:41])[CH2:3]1. The catalyst class is: 4. (5) Reactant: [CH2:1]([N:3]([CH2:20][CH3:21])[CH2:4][CH2:5][NH:6]C(C1C=CC2C(=CC=C(I)C=2)C=1)=O)[CH3:2].[I:22][C:23]1[CH:24]=[C:25]2[C:29](=[CH:30][CH:31]=1)[NH:28][C:27]([C:32]([O:34]CC)=O)=[CH:26]2.[K+].[Br-]. Product: [CH2:1]([N:3]([CH2:20][CH3:21])[CH2:4][CH2:5][NH:6][C:32]([C:27]1[NH:28][C:29]2[C:25]([CH:26]=1)=[CH:24][C:23]([I:22])=[CH:31][CH:30]=2)=[O:34])[CH3:2]. The catalyst class is: 429. (6) Reactant: [CH:1]([O:4][C:5]([N:7]1[CH2:12][CH2:11][CH:10]([O:13][C:14]2[N:19]=[CH:18][N:17]=[C:16]3[N:20]([C:23]4[CH:28]=[CH:27][C:26](I)=[CH:25][C:24]=4[F:30])[N:21]=[CH:22][C:15]=23)[CH2:9][CH2:8]1)=[O:6])([CH3:3])[CH3:2].[CH:31]([NH2:34])([CH3:33])[CH3:32].N1CCC[C@H]1C(O)=O.C(=O)([O-])[O-].[K+].[K+]. Product: [CH:1]([O:4][C:5]([N:7]1[CH2:12][CH2:11][CH:10]([O:13][C:14]2[N:19]=[CH:18][N:17]=[C:16]3[N:20]([C:23]4[CH:28]=[CH:27][C:26]([NH:34][CH:31]([CH3:33])[CH3:32])=[CH:25][C:24]=4[F:30])[N:21]=[CH:22][C:15]=23)[CH2:9][CH2:8]1)=[O:6])([CH3:3])[CH3:2]. The catalyst class is: 846.